From a dataset of Forward reaction prediction with 1.9M reactions from USPTO patents (1976-2016). Predict the product of the given reaction. Given the reactants [CH3:1][O:2][C:3]1[CH:9]=[C:8](B2OC(C)(C)C(C)(C)O2)[CH:7]=[CH:6][C:4]=1[NH2:5].I[C:20]1[CH:21]=[N:22][N:23]([CH2:25][CH2:26][N:27]([CH3:29])[CH3:28])[CH:24]=1.C(Cl)Cl.C(=O)([O-])[O-].[Na+].[Na+], predict the reaction product. The product is: [CH3:28][N:27]([CH3:29])[CH2:26][CH2:25][N:23]1[CH:24]=[C:20]([C:8]2[CH:7]=[CH:6][C:4]([NH2:5])=[C:3]([O:2][CH3:1])[CH:9]=2)[CH:21]=[N:22]1.